From a dataset of Reaction yield outcomes from USPTO patents with 853,638 reactions. Predict the reaction yield, written as a fraction of the theoretical maximum amount of product (1.0 means a 100% yield; for example, 0.34 means a 34% yield). The reactants are [CH3:1][O:2][CH2:3][C@@H:4]([NH:6][C:7]([C:9]1[C:17]2[C:12](=[N:13][CH:14]=[C:15]([C:18]3[C:26]4[C:21](=[CH:22][C:23]([Cl:27])=[CH:24][CH:25]=4)[N:20]([CH3:28])[N:19]=3)[N:16]=2)[N:11](COCC[Si](C)(C)C)[CH:10]=1)=[O:8])[CH3:5].C(O)(C(F)(F)F)=O.C(N)CN. The catalyst is ClCCl. The product is [CH3:1][O:2][CH2:3][C@@H:4]([NH:6][C:7]([C:9]1[C:17]2[C:12](=[N:13][CH:14]=[C:15]([C:18]3[C:26]4[C:21](=[CH:22][C:23]([Cl:27])=[CH:24][CH:25]=4)[N:20]([CH3:28])[N:19]=3)[N:16]=2)[NH:11][CH:10]=1)=[O:8])[CH3:5]. The yield is 0.930.